Dataset: Forward reaction prediction with 1.9M reactions from USPTO patents (1976-2016). Task: Predict the product of the given reaction. Given the reactants [Cl:1][C:2]1[CH:3]=[C:4](CC#N)[CH:5]=[C:6]([CH3:9])[C:7]=1[OH:8].CO[CH2:15][CH2:16][O:17]C.[OH-:19].[K+], predict the reaction product. The product is: [Cl:1][C:2]1[CH:3]=[C:4]([CH2:15][C:16]([OH:17])=[O:19])[CH:5]=[C:6]([CH3:9])[C:7]=1[OH:8].